This data is from Forward reaction prediction with 1.9M reactions from USPTO patents (1976-2016). The task is: Predict the product of the given reaction. (1) The product is: [C:1]([O:5][C@@H:6]([C:10]1[C:11]([CH3:41])=[N:12][C:13]2[N:14]([N:28]=[C:29]([C:31]3[NH:35][C:34]4[CH:36]=[CH:37][C:38]([C:50]5[CH:55]=[CH:54][CH:53]=[CH:52][CH:51]=5)=[CH:39][C:33]=4[N:32]=3)[CH:30]=2)[C:15]=1[C:16]1[C:17]([CH3:27])=[C:18]2[C:23](=[C:24]([F:26])[CH:25]=1)[O:22][CH2:21][CH2:20][CH2:19]2)[C:7]([OH:9])=[O:8])([CH3:4])([CH3:3])[CH3:2]. Given the reactants [C:1]([O:5][C@@H:6]([C:10]1[C:11]([CH3:41])=[N:12][C:13]2[N:14]([N:28]=[C:29]([C:31]3[NH:35][C:34]4[CH:36]=[CH:37][C:38](Cl)=[CH:39][C:33]=4[N:32]=3)[CH:30]=2)[C:15]=1[C:16]1[C:17]([CH3:27])=[C:18]2[C:23](=[C:24]([F:26])[CH:25]=1)[O:22][CH2:21][CH2:20][CH2:19]2)[C:7]([OH:9])=[O:8])([CH3:4])([CH3:3])[CH3:2].CC1(C)C(C)(C)OB([C:50]2[CH:55]=[CH:54][CH:53]=[CH:52][CH:51]=2)O1.[O-]P([O-])([O-])=O.[K+].[K+].[K+].C1(P(C2CCCCC2)C2C=CC=CC=2C2C(OC)=CC=CC=2OC)CCCCC1, predict the reaction product. (2) Given the reactants [CH3:1][NH:2][C@H:3]([CH2:5][CH:6]=[CH2:7])[CH3:4].[CH3:20][C:19]([O:18][C:16](O[C:16]([O:18][C:19]([CH3:22])([CH3:21])[CH3:20])=[O:17])=[O:17])([CH3:22])[CH3:21], predict the reaction product. The product is: [C:19]([O:18][C:16]([N:2]([CH3:1])[C@H:3]([CH2:5][CH:6]=[CH2:7])[CH3:4])=[O:17])([CH3:20])([CH3:21])[CH3:22]. (3) Given the reactants [CH2:1]([O:8][C:9]([C:18]1[N:23]=[CH:22][C:21]([N:24]2[CH2:29][CH2:28][N:27](C(OC(C)(C)C)=O)[CH2:26][CH2:25]2)=[C:20]([CH2:37][CH2:38][CH3:39])[CH:19]=1)([C:14]([F:17])([F:16])[F:15])[C:10]([F:13])([F:12])[F:11])[C:2]1[CH:7]=[CH:6][CH:5]=[CH:4][CH:3]=1.FC(F)(F)C(O)=O.C(=O)([O-])O.[Na+], predict the reaction product. The product is: [CH2:1]([O:8][C:9]([C:18]1[N:23]=[CH:22][C:21]([N:24]2[CH2:29][CH2:28][NH:27][CH2:26][CH2:25]2)=[C:20]([CH2:37][CH2:38][CH3:39])[CH:19]=1)([C:10]([F:11])([F:13])[F:12])[C:14]([F:15])([F:16])[F:17])[C:2]1[CH:3]=[CH:4][CH:5]=[CH:6][CH:7]=1. (4) Given the reactants [Cl:1][C:2]1[CH:7]=[CH:6][C:5]([NH:8][C:9]([CH:11]2[CH2:15][C:14](=[CH2:16])[CH2:13][CH:12]2[NH2:17])=[O:10])=[CH:4][CH:3]=1.[F:18][C:19]1[CH:27]=[C:26]([N:28]2[CH:33]=[CH:32][CH:31]=[CH:30][C:29]2=[O:34])[CH:25]=[CH:24][C:20]=1[C:21](O)=[O:22], predict the reaction product. The product is: [Cl:1][C:2]1[CH:7]=[CH:6][C:5]([NH:8][C:9]([CH:11]2[CH2:15][C:14](=[CH2:16])[CH2:13][CH:12]2[NH:17][C:21](=[O:22])[C:20]2[CH:24]=[CH:25][C:26]([N:28]3[CH:33]=[CH:32][CH:31]=[CH:30][C:29]3=[O:34])=[CH:27][C:19]=2[F:18])=[O:10])=[CH:4][CH:3]=1. (5) Given the reactants Br[CH2:2][C:3]([N:5]1[C:13]2[C:8](=[CH:9][C:10]([O:17][CH3:18])=[C:11]([N+:14]([O-])=O)[CH:12]=2)[CH2:7][CH2:6]1)=[O:4].C([O-])([O-])=O.[K+].[K+].[CH2:25]([NH:27][CH2:28][CH2:29][OH:30])[CH3:26], predict the reaction product. The product is: [NH2:14][C:11]1[CH:12]=[C:13]2[C:8]([CH2:7][CH2:6][N:5]2[C:3](=[O:4])[CH2:2][N:27]([CH2:25][CH3:26])[CH2:28][CH2:29][OH:30])=[CH:9][C:10]=1[O:17][CH3:18]. (6) Given the reactants [N:1]1([C:7]2[CH:8]=[CH:9][C:10]3[N:11]([C:13]([C:16]([F:19])([F:18])[F:17])=[N:14][N:15]=3)[CH:12]=2)[CH2:6][CH2:5][NH:4][CH2:3][CH2:2]1.[CH:20]([C:22]1[CH:23]=[C:24]([CH:27]=[CH:28][CH:29]=1)[C:25]#[N:26])=O, predict the reaction product. The product is: [F:19][C:16]([F:18])([F:17])[C:13]1[N:11]2[CH:12]=[C:7]([N:1]3[CH2:2][CH2:3][N:4]([CH2:20][C:22]4[CH:23]=[C:24]([CH:27]=[CH:28][CH:29]=4)[C:25]#[N:26])[CH2:5][CH2:6]3)[CH:8]=[CH:9][C:10]2=[N:15][N:14]=1.